Dataset: Full USPTO retrosynthesis dataset with 1.9M reactions from patents (1976-2016). Task: Predict the reactants needed to synthesize the given product. (1) Given the product [C:6]1([C:4]#[C:5][C:1]([OH:3])=[O:2])[CH:11]=[CH:10][CH:9]=[CH:8][CH:7]=1, predict the reactants needed to synthesize it. The reactants are: [C:1](=[O:3])=[O:2].[C:4]([C:6]1[CH:11]=[CH:10][CH:9]=[CH:8][CH:7]=1)#[CH:5]. (2) Given the product [F:19][C:16]1[CH:17]=[CH:18][C:13]([O:12][CH2:11][C:9]2[N:10]=[C:5]3[N:4]=[CH:3][C:2]([C:23]4[CH:24]=[CH:25][C:26]([CH3:27])=[C:21]([CH:22]=4)[NH2:20])=[CH:7][N:6]3[CH:8]=2)=[CH:14][CH:15]=1, predict the reactants needed to synthesize it. The reactants are: Br[C:2]1[CH:3]=[N:4][C:5]2[N:6]([CH:8]=[C:9]([CH2:11][O:12][C:13]3[CH:18]=[CH:17][C:16]([F:19])=[CH:15][CH:14]=3)[N:10]=2)[CH:7]=1.[NH2:20][C:21]1[CH:22]=[C:23](B(O)O)[CH:24]=[CH:25][C:26]=1[CH3:27]. (3) Given the product [Cl:1][C:2]1[CH:7]=[CH:6][C:5]([C:8]#[C:9][CH2:10][CH:11]2[CH2:16][CH2:15][N:14]([C:17]([O:19][CH2:20][C:21]([NH:27][CH3:26])=[O:23])=[O:18])[CH2:13][CH2:12]2)=[CH:4][CH:3]=1, predict the reactants needed to synthesize it. The reactants are: [Cl:1][C:2]1[CH:7]=[CH:6][C:5]([C:8]#[C:9][CH2:10][CH:11]2[CH2:16][CH2:15][N:14]([C:17]([O:19][CH2:20][C:21]([O:23]CC)=O)=[O:18])[CH2:13][CH2:12]2)=[CH:4][CH:3]=1.[CH3:26][NH2:27]. (4) Given the product [NH2:18][C:7]1[N:8]([C:10]2[CH:15]=[CH:14][C:13]([OH:16])=[CH:12][CH:11]=2)[N:9]=[C:5]([C:1]([CH3:4])([CH3:3])[CH3:2])[CH:6]=1, predict the reactants needed to synthesize it. The reactants are: [C:1]([C:5]1[CH:6]=[C:7]([NH2:18])[N:8]([C:10]2[CH:15]=[CH:14][C:13]([O:16]C)=[CH:12][CH:11]=2)[N:9]=1)([CH3:4])([CH3:3])[CH3:2].[Cl-].[Cl-].[Cl-].[Al+3].C([O-])(O)=O.[Na+]. (5) Given the product [CH2:1]([O:3][C:4](=[O:17])[CH2:5][C:6]1[C:15]2[C:10](=[CH:11][CH:12]=[CH:13][CH:14]=2)[CH:9]=[C:8]([O:16][S:26]([C:25]([F:38])([F:37])[F:24])(=[O:28])=[O:27])[CH:7]=1)[CH3:2], predict the reactants needed to synthesize it. The reactants are: [CH2:1]([O:3][C:4](=[O:17])[CH2:5][C:6]1[C:15]2[C:10](=[CH:11][CH:12]=[CH:13][CH:14]=2)[CH:9]=[C:8]([OH:16])[CH:7]=1)[CH3:2].N1C=CC=CC=1.[F:24][C:25]([F:38])([F:37])[S:26](O[S:26]([C:25]([F:38])([F:37])[F:24])(=[O:28])=[O:27])(=[O:28])=[O:27].